Dataset: Forward reaction prediction with 1.9M reactions from USPTO patents (1976-2016). Task: Predict the product of the given reaction. (1) Given the reactants Cl[C:2]1[C:11]([O:12][CH3:13])=[N:10][C:9]2[C:4](=[CH:5][CH:6]=[CH:7][CH:8]=2)[N:3]=1.[CH2:14]([O:16][C:17](=[O:20])[CH2:18][SH:19])[CH3:15], predict the reaction product. The product is: [CH3:13][O:12][C:11]1[C:2]([S:19][CH2:18][C:17]([O:16][CH2:14][CH3:15])=[O:20])=[N:3][C:4]2[C:9]([N:10]=1)=[CH:8][CH:7]=[CH:6][CH:5]=2. (2) Given the reactants Cl[C:2]1[CH:7]=[C:6]([C:8]2[CH:13]=[C:12]([Cl:14])[CH:11]=[CH:10][C:9]=2[CH3:15])[N:5]=[C:4]([NH2:16])[N:3]=1.[CH3:17][S:18][C:19]1[CH:20]=[C:21]([NH2:25])[CH:22]=[CH:23][CH:24]=1, predict the reaction product. The product is: [Cl:14][C:12]1[CH:11]=[CH:10][C:9]([CH3:15])=[C:8]([C:6]2[N:5]=[C:4]([NH2:16])[N:3]=[C:2]([NH:25][C:21]3[CH:22]=[CH:23][CH:24]=[C:19]([S:18][CH3:17])[CH:20]=3)[CH:7]=2)[CH:13]=1. (3) Given the reactants [N:1]1([C:7]2[C:16]3[O:15][C:14](=[O:17])[C:13]([NH:18]C(=O)C)=[CH:12][C:11]=3[CH:10]=[CH:9][CH:8]=2)[CH2:6][CH2:5][NH:4][CH2:3][CH2:2]1.Cl, predict the reaction product. The product is: [NH2:18][C:13]1[C:14](=[O:17])[O:15][C:16]2[C:7]([N:1]3[CH2:6][CH2:5][NH:4][CH2:3][CH2:2]3)=[CH:8][CH:9]=[CH:10][C:11]=2[CH:12]=1. (4) Given the reactants C(OC(=O)[NH:7][C:8]1[CH:13]=[C:12]([CH3:14])[C:11]([Cl:15])=[CH:10][C:9]=1[NH2:16])(C)(C)C.C(O[C:23](=[O:44])[CH2:24][C:25]([C:27]1[CH:32]=[CH:31][CH:30]=[C:29]([C:33]2[CH:38]=[C:37]([NH:39][CH2:40][CH2:41][O:42][CH3:43])[N:36]=[CH:35][N:34]=2)[CH:28]=1)=O)(C)(C)C, predict the reaction product. The product is: [Cl:15][C:11]1[C:12]([CH3:14])=[CH:13][C:8]2[N:7]=[C:25]([C:27]3[CH:32]=[CH:31][CH:30]=[C:29]([C:33]4[CH:38]=[C:37]([NH:39][CH2:40][CH2:41][O:42][CH3:43])[N:36]=[CH:35][N:34]=4)[CH:28]=3)[CH2:24][C:23](=[O:44])[NH:16][C:9]=2[CH:10]=1. (5) Given the reactants [NH:1]1[C:9]2[C:4](=[CH:5][CH:6]=[CH:7][C:8]=2[C:10]([OH:12])=O)[CH:3]=[CH:2]1.CN(C(ON1N=NC2C=CC=CC1=2)=[N+](C)C)C.[B-](F)(F)(F)F.C(N(CC)C(C)C)(C)C.[C:44]([C:48]1[CH:68]=[CH:67][C:51]([CH2:52][NH:53][CH2:54][CH2:55][C:56]2[CH:61]=[C:60]([C:62]([F:65])([F:64])[F:63])[CH:59]=[CH:58][C:57]=2[F:66])=[CH:50][CH:49]=1)([CH3:47])([CH3:46])[CH3:45], predict the reaction product. The product is: [C:44]([C:48]1[CH:49]=[CH:50][C:51]([CH2:52][N:53]([CH2:54][CH2:55][C:56]2[CH:61]=[C:60]([C:62]([F:65])([F:63])[F:64])[CH:59]=[CH:58][C:57]=2[F:66])[C:10]([C:8]2[CH:7]=[CH:6][CH:5]=[C:4]3[C:9]=2[NH:1][CH:2]=[CH:3]3)=[O:12])=[CH:67][CH:68]=1)([CH3:47])([CH3:45])[CH3:46]. (6) Given the reactants [NH:1]1[CH:5]=[N:4][C:3]([C:6]([NH2:8])=[O:7])=[N:2]1.N1C(C)=CC=CC=1C.FC(F)(F)S(O[Si:23]([CH2:28][CH3:29])([CH2:26][CH3:27])[CH2:24][CH3:25])(=O)=O, predict the reaction product. The product is: [CH2:24]([Si:23]([CH2:28][CH3:29])([CH2:26][CH3:27])[NH:8][C:6]([C:3]1[N:4]=[CH:5][NH:1][N:2]=1)=[O:7])[CH3:25]. (7) Given the reactants Cl[CH2:2][CH2:3][CH2:4][CH2:5][N:6]1[C:10]2[CH:11]=[CH:12][CH:13]=[CH:14][C:9]=2[N:8]=[N:7]1.[N:15]1[C:24]2[C:19](=[CH:20][CH:21]=[CH:22][CH:23]=2)[N:18]=[CH:17][C:16]=1[N:25]1[CH2:30][CH2:29][NH:28][CH2:27][CH2:26]1.C(N(C(C)C)CC)(C)C.[I-].[K+], predict the reaction product. The product is: [N:15]1[C:24]2[C:19](=[CH:20][CH:21]=[CH:22][CH:23]=2)[N:18]=[CH:17][C:16]=1[N:25]1[CH2:26][CH2:27][N:28]([CH2:2][CH2:3][CH2:4][CH2:5][N:6]2[C:10]3[CH:11]=[CH:12][CH:13]=[CH:14][C:9]=3[N:8]=[N:7]2)[CH2:29][CH2:30]1. (8) Given the reactants [Br:1][C:2]1[CH:3]=[C:4]2[C:8](=[CH:9][CH:10]=1)[NH:7][CH:6]=[CH:5]2.Br[C:12]1[CH:13]=[CH:14][C:15]([C:18]([OH:21])([CH3:20])[CH3:19])=[N:16][CH:17]=1.C(=O)([O-])[O-].[K+].[K+].[OH-].[Na+], predict the reaction product. The product is: [Br:1][C:2]1[CH:3]=[C:4]2[C:8](=[CH:9][CH:10]=1)[N:7]([C:12]1[CH:13]=[CH:14][C:15]([C:18]([OH:21])([CH3:20])[CH3:19])=[N:16][CH:17]=1)[CH:6]=[CH:5]2. (9) Given the reactants [F:1][C:2]([F:12])([F:11])[C:3]1([CH2:9][OH:10])[CH2:8][CH2:7][CH2:6][CH2:5][CH2:4]1.CC(C)([O-])C.[K+].[Cl:19][C:20]1[C:21](F)=[CH:22][C:23]([F:29])=[C:24]([CH:28]=1)[C:25]([OH:27])=[O:26].Cl, predict the reaction product. The product is: [Cl:19][C:20]1[C:21]([O:10][CH2:9][C:3]2([C:2]([F:11])([F:12])[F:1])[CH2:8][CH2:7][CH2:6][CH2:5][CH2:4]2)=[CH:22][C:23]([F:29])=[C:24]([CH:28]=1)[C:25]([OH:27])=[O:26].